This data is from Forward reaction prediction with 1.9M reactions from USPTO patents (1976-2016). The task is: Predict the product of the given reaction. (1) Given the reactants [F:1][C:2]([F:42])([F:41])[C:3]1[CH:8]=[CH:7][C:6]([C:9](=O)[CH2:10][CH2:11][CH2:12][CH2:13][CH2:14][CH2:15][NH:16][C:17]([C:19]2[N:20]=[C:21]([C:33]3[CH:38]=[CH:37][CH:36]=[CH:35][C:34]=3[Cl:39])[N:22]([C:26]3[CH:31]=[CH:30][C:29]([Cl:32])=[CH:28][CH:27]=3)[C:23]=2[CH2:24][CH3:25])=[O:18])=[CH:5][CH:4]=1.Cl.Cl.[NH2:45][CH2:46][CH2:47][O:48][NH2:49].N1C=CC=CC=1, predict the reaction product. The product is: [NH2:45][CH2:46][CH2:47][O:48][N:49]=[C:9]([C:6]1[CH:7]=[CH:8][C:3]([C:2]([F:41])([F:1])[F:42])=[CH:4][CH:5]=1)[CH2:10][CH2:11][CH2:12][CH2:13][CH2:14][CH2:15][NH:16][C:17]([C:19]1[N:20]=[C:21]([C:33]2[CH:38]=[CH:37][CH:36]=[CH:35][C:34]=2[Cl:39])[N:22]([C:26]2[CH:27]=[CH:28][C:29]([Cl:32])=[CH:30][CH:31]=2)[C:23]=1[CH2:24][CH3:25])=[O:18]. (2) Given the reactants [NH3:1].C1COCC1.[C:7]([NH:10][C:11]1[S:12][C:13]([S:17](Cl)(=[O:19])=[O:18])=[C:14]([CH3:16])[N:15]=1)(=[O:9])[CH3:8], predict the reaction product. The product is: [CH3:16][C:14]1[N:15]=[C:11]([NH:10][C:7](=[O:9])[CH3:8])[S:12][C:13]=1[S:17](=[O:19])(=[O:18])[NH2:1]. (3) Given the reactants C(O[C:6](=O)[N:7]([CH2:9][CH2:10][C@H:11]1[CH2:16][CH2:15][C@H:14]([CH2:17][OH:18])[CH2:13][CH2:12]1)C)(C)(C)C.[ClH:20], predict the reaction product. The product is: [ClH:20].[CH3:6][NH:7][CH2:9][CH2:10][C@H:11]1[CH2:16][CH2:15][C@H:14]([CH2:17][OH:18])[CH2:13][CH2:12]1. (4) Given the reactants [Br:1][C:2]1[CH:3]=[C:4]([CH:8]=[C:9]([Br:11])[CH:10]=1)[C:5]([OH:7])=O.[NH2:12][C:13]1[CH:18]=[CH:17][CH:16]=[CH:15][C:14]=1[CH2:19][C:20]([O:22][C:23]([CH3:26])([CH3:25])[CH3:24])=[O:21].CN(C(ON1N=NC2C=CC=NC1=2)=[N+](C)C)C.F[P-](F)(F)(F)(F)F, predict the reaction product. The product is: [Br:11][C:9]1[CH:8]=[C:4]([CH:3]=[C:2]([Br:1])[CH:10]=1)[C:5]([NH:12][C:13]1[CH:18]=[CH:17][CH:16]=[CH:15][C:14]=1[CH2:19][C:20]([O:22][C:23]([CH3:26])([CH3:25])[CH3:24])=[O:21])=[O:7]. (5) Given the reactants Cl.[Cl:2][C:3]1[CH:8]=[CH:7][C:6]([NH:9][NH2:10])=[CH:5][C:4]=1[F:11].[CH3:12][C:13]([O:16][C:17](O[C:17]([O:16][C:13]([CH3:15])([CH3:14])[CH3:12])=[O:18])=[O:18])([CH3:15])[CH3:14].C([O-])([O-])=O.[Na+].[Na+].C(#N)C, predict the reaction product. The product is: [Cl:2][C:3]1[CH:8]=[CH:7][C:6]([NH:9][NH:10][C:17]([O:16][C:13]([CH3:15])([CH3:14])[CH3:12])=[O:18])=[CH:5][C:4]=1[F:11]. (6) The product is: [Br:7][CH2:6][C:5]([C:4]1[CH:3]=[C:2]([F:1])[CH:11]=[C:10]([F:12])[CH:9]=1)=[N:14][OH:15]. Given the reactants [F:1][C:2]1[CH:3]=[C:4]([CH:9]=[C:10]([F:12])[CH:11]=1)[C:5](=O)[CH2:6][Br:7].Cl.[NH2:14][OH:15].O, predict the reaction product. (7) Given the reactants I[C:2]1[C:3]([CH3:8])=[N:4][S:5][C:6]=1[CH3:7].CC[Mg+].[Br-].C(OCC)C.[B:18](OC)([O:21]C)[O:19]C, predict the reaction product. The product is: [CH3:8][C:3]1[C:2]([B:18]([OH:21])[OH:19])=[C:6]([CH3:7])[S:5][N:4]=1. (8) Given the reactants [NH2:1][C:2]1[CH:7]=[CH:6][CH:5]=[CH:4][N:3]=1.[CH:8](=O)[C:9]1[CH:14]=[CH:13][CH:12]=[CH:11][CH:10]=1.[CH2:16]([N+:20]#[C-:21])[CH2:17][CH2:18][CH3:19], predict the reaction product. The product is: [CH2:16]([NH:20][C:21]1[N:3]2[CH:4]=[CH:5][CH:6]=[CH:7][C:2]2=[N:1][C:8]=1[C:9]1[CH:14]=[CH:13][CH:12]=[CH:11][CH:10]=1)[CH2:17][CH2:18][CH3:19]. (9) The product is: [C:15]([CH2:14][N:8]1[C:4](=[O:3])[CH2:5][CH2:6][C@H:7]1[C:9]([O:11][CH3:12])=[O:10])#[N:16]. Given the reactants [H-].[Na+].[O:3]=[C:4]1[NH:8][C@H:7]([C:9]([O:11][CH3:12])=[O:10])[CH2:6][CH2:5]1.Br[CH2:14][C:15]#[N:16].OS(O)(=O)=O, predict the reaction product. (10) Given the reactants [C:1]([C:4]1[C:12]2[C:7](=CN=[CH:10][CH:11]=2)[N:6]([CH2:13][C:14]([OH:16])=[O:15])[CH:5]=1)(=[O:3])[CH3:2].[CH3:17][O:18][C:19]1[N:24]=C2NC=C(C(=O)C)C2=CC=1, predict the reaction product. The product is: [C:1]([C:4]1[C:12]2[C:7](=[N:24][C:19]([O:18][CH3:17])=[CH:10][CH:11]=2)[N:6]([CH2:13][C:14]([OH:16])=[O:15])[CH:5]=1)(=[O:3])[CH3:2].